Dataset: Peptide-MHC class I binding affinity with 185,985 pairs from IEDB/IMGT. Task: Regression. Given a peptide amino acid sequence and an MHC pseudo amino acid sequence, predict their binding affinity value. This is MHC class I binding data. (1) The peptide sequence is RMMETWHPL. The MHC is HLA-B27:05 with pseudo-sequence HLA-B27:05. The binding affinity (normalized) is 0.689. (2) The peptide sequence is FLPSDYFPSV. The MHC is Mamu-A11 with pseudo-sequence Mamu-A11. The binding affinity (normalized) is 0.0298. (3) The peptide sequence is KRTSFFLWV. The MHC is HLA-A02:01 with pseudo-sequence HLA-A02:01. The binding affinity (normalized) is 0. (4) The peptide sequence is HLPELIWRS. The MHC is HLA-B58:01 with pseudo-sequence HLA-B58:01. The binding affinity (normalized) is 0.0847. (5) The peptide sequence is HTAEIQQFF. The MHC is HLA-B15:17 with pseudo-sequence HLA-B15:17. The binding affinity (normalized) is 1.00. (6) The peptide sequence is VQLPQYFTF. The MHC is HLA-B27:03 with pseudo-sequence HLA-B27:03. The binding affinity (normalized) is 0.0847. (7) The peptide sequence is CIEYVTLNA. The MHC is HLA-A02:01 with pseudo-sequence HLA-A02:01. The binding affinity (normalized) is 0.139.